This data is from Reaction yield outcomes from USPTO patents with 853,638 reactions. The task is: Predict the reaction yield, written as a fraction of the theoretical maximum amount of product (1.0 means a 100% yield; for example, 0.34 means a 34% yield). (1) The reactants are C[O:2][C:3](=O)[CH:4]([CH3:20])[CH2:5][C@H:6]1[CH2:10][C:9](=[O:11])[N:8]([C@H:12]([C:14]2[CH:19]=[CH:18][CH:17]=[CH:16][CH:15]=2)[CH3:13])[CH2:7]1.[BH4-].[Na+].C(O)(=O)CC(CC(O)=O)(C(O)=O)O.O. The catalyst is CCO. The product is [OH:2][CH2:3][CH:4]([CH3:20])[CH2:5][C@@H:6]1[CH2:7][N:8]([C@H:12]([C:14]2[CH:15]=[CH:16][CH:17]=[CH:18][CH:19]=2)[CH3:13])[C:9](=[O:11])[CH2:10]1. The yield is 0.590. (2) The reactants are NC1C=CC(C2C=C3C(CN([C@@H](C(C)C)C(OC)=O)C3=O)=CC=2)=CC=1.[N+:26]([C:29]1[CH:34]=[CH:33][C:32]([C:35]2[CH:43]=[C:42]3[C:38]([CH2:39][N:40]([C:45]4([C:50]([O:52][CH3:53])=[O:51])[CH2:49][CH2:48][CH2:47][CH2:46]4)[C:41]3=[O:44])=[CH:37][CH:36]=2)=[CH:31][CH:30]=1)([O-])=O. No catalyst specified. The product is [NH2:26][C:29]1[CH:30]=[CH:31][C:32]([C:35]2[CH:43]=[C:42]3[C:38]([CH2:39][N:40]([C:45]4([C:50]([O:52][CH3:53])=[O:51])[CH2:49][CH2:48][CH2:47][CH2:46]4)[C:41]3=[O:44])=[CH:37][CH:36]=2)=[CH:33][CH:34]=1. The yield is 0.770. (3) The reactants are I[C:2]1[C:10]2[C:5](=[N:6][CH:7]=[CH:8][CH:9]=2)[N:4]([Si:11]([CH:18]([CH3:20])[CH3:19])([CH:15]([CH3:17])[CH3:16])[CH:12]([CH3:14])[CH3:13])[CH:3]=1.C([Mg]Cl)(C)C.C(OC(=O)[N:32]([C:44]1[CH:49]=[CH:48][C:47]([C:50](=[O:52])[CH3:51])=[CH:46][N:45]=1)[CH2:33][C:34]1[CH:39]=[CH:38][C:37]([C:40]([F:43])([F:42])[F:41])=[CH:36][CH:35]=1)(C)(C)C. The catalyst is O1CCCC1. The product is [F:43][C:40]([F:41])([F:42])[C:37]1[CH:38]=[CH:39][C:34]([CH2:33][NH:32][C:44]2[N:45]=[CH:46][C:47]([C:50]([C:2]3[C:10]4[C:5](=[N:6][CH:7]=[CH:8][CH:9]=4)[N:4]([Si:11]([CH:18]([CH3:20])[CH3:19])([CH:15]([CH3:17])[CH3:16])[CH:12]([CH3:14])[CH3:13])[CH:3]=3)([OH:52])[CH3:51])=[CH:48][CH:49]=2)=[CH:35][CH:36]=1. The yield is 0.290. (4) The reactants are I[C:2]1[N:10]=[CH:9][N:8]=[C:7]2[C:3]=1[N:4]=[CH:5][N:6]2[C@H:11]1[C@@H:15]2[O:16][C:17]([CH3:20])([CH3:19])[O:18][C@@H:14]2[C@@H:13]([CH2:21][NH:22][S:23]([NH2:26])(=[O:25])=[O:24])[O:12]1.[C:27]1([C:33]#[CH:34])[CH:32]=[CH:31][CH:30]=[CH:29][CH:28]=1.CCN(C(C)C)C(C)C. The catalyst is CN(C=O)C.[Cu]I.Cl[Pd](Cl)([P](C1C=CC=CC=1)(C1C=CC=CC=1)C1C=CC=CC=1)[P](C1C=CC=CC=1)(C1C=CC=CC=1)C1C=CC=CC=1. The product is [CH3:19][C:17]1([CH3:20])[O:16][C@H:15]2[C@H:11]([N:6]3[CH:5]=[N:4][C:3]4[C:7]3=[N:8][CH:9]=[N:10][C:2]=4[CH2:34][CH2:33][C:27]3[CH:32]=[CH:31][CH:30]=[CH:29][CH:28]=3)[O:12][C@H:13]([CH2:21][NH:22][S:23]([NH2:26])(=[O:25])=[O:24])[C@H:14]2[O:18]1. The yield is 0.600. (5) The reactants are [CH:1]1([NH:7][C:8](=[O:17])[C@H:9]([OH:16])[C:10]2[CH:15]=[CH:14][CH:13]=[CH:12][CH:11]=2)[CH2:6][CH2:5][CH2:4][CH2:3][CH2:2]1.[CH3:18][S:19](Cl)(=[O:21])=[O:20]. The catalyst is N1C=CC=CC=1. The product is [CH:1]1([NH:7][C:8]([C@H:9]([O:16][S:19]([CH3:18])(=[O:21])=[O:20])[C:10]2[CH:15]=[CH:14][CH:13]=[CH:12][CH:11]=2)=[O:17])[CH2:2][CH2:3][CH2:4][CH2:5][CH2:6]1. The yield is 0.394.